From a dataset of Reaction yield outcomes from USPTO patents with 853,638 reactions. Predict the reaction yield, written as a fraction of the theoretical maximum amount of product (1.0 means a 100% yield; for example, 0.34 means a 34% yield). The reactants are [NH2:1][C:2]1[C:3]([C:9]([OH:11])=O)=[N:4][C:5]([Br:8])=[CH:6][N:7]=1.C(N1C=CN=C1)(N1C=CN=C1)=O.CCN(C(C)C)C(C)C.[NH2:33][C:34]1[CH:39]=[CH:38][CH:37]=[CH:36][CH:35]=1. The catalyst is CN(C1C=CN=CC=1)C.CS(C)=O.O. The product is [NH2:1][C:2]1[C:3]([C:9]([NH:33][C:34]2[CH:39]=[CH:38][CH:37]=[CH:36][CH:35]=2)=[O:11])=[N:4][C:5]([Br:8])=[CH:6][N:7]=1. The yield is 0.740.